This data is from Forward reaction prediction with 1.9M reactions from USPTO patents (1976-2016). The task is: Predict the product of the given reaction. (1) Given the reactants [H-].[Al+3].[Li+].[H-].[H-].[H-].C[O:8][C:9]([C:11]1([CH2:16][O:17][C:18]2[C:23]3[C:24]([O:27][CH2:28][CH:29]4[CH2:34][CH2:33][N:32]([C:35]([O:37][C:38]([CH3:41])([CH3:40])[CH3:39])=[O:36])[CH2:31][CH2:30]4)=[N:25][O:26][C:22]=3[CH:21]=[CH:20][CH:19]=2)[CH2:15][CH2:14][CH2:13][CH2:12]1)=O.C(OCC)(=O)C, predict the reaction product. The product is: [OH:8][CH2:9][C:11]1([CH2:16][O:17][C:18]2[C:23]3[C:24]([O:27][CH2:28][CH:29]4[CH2:34][CH2:33][N:32]([C:35]([O:37][C:38]([CH3:41])([CH3:40])[CH3:39])=[O:36])[CH2:31][CH2:30]4)=[N:25][O:26][C:22]=3[CH:21]=[CH:20][CH:19]=2)[CH2:15][CH2:14][CH2:13][CH2:12]1. (2) Given the reactants Br[C:2]1[CH:3]=[C:4]([CH:17]=[CH:18][CH:19]=1)[C:5]([NH:7][CH2:8][CH2:9][CH2:10][N:11]1[CH2:16][CH2:15][CH2:14][CH2:13][CH2:12]1)=[O:6].[NH2:20][C:21]1[CH:22]=[C:23]([CH:33]=[CH:34][CH:35]=1)[C:24]([NH:26][C:27]1[CH:32]=[CH:31][N:30]=[CH:29][CH:28]=1)=[O:25].CC(C1C=C(C(C)C)C(C2C=CC=CC=2P(C2CCCCC2)C2CCCCC2)=C(C(C)C)C=1)C.C([O-])([O-])=O.[K+].[K+], predict the reaction product. The product is: [N:11]1([CH2:10][CH2:9][CH2:8][NH:7][C:5](=[O:6])[C:4]2[CH:17]=[CH:18][CH:19]=[C:2]([NH:20][C:21]3[CH:35]=[CH:34][CH:33]=[C:23]([C:24](=[O:25])[NH:26][C:27]4[CH:32]=[CH:31][N:30]=[CH:29][CH:28]=4)[CH:22]=3)[CH:3]=2)[CH2:16][CH2:15][CH2:14][CH2:13][CH2:12]1. (3) Given the reactants [CH2:1]([N:5]1[CH2:22][C:21]([F:24])([F:23])[O:20][C:7]2([CH2:12][CH2:11][N:10](C(OC(C)(C)C)=O)[CH2:9][CH2:8]2)[CH2:6]1)[C:2]#[C:3][CH3:4].Cl.O1CCOCC1.C([O-])([O-])=O.[K+].[K+], predict the reaction product. The product is: [CH2:1]([N:5]1[CH2:22][C:21]([F:23])([F:24])[O:20][C:7]2([CH2:8][CH2:9][NH:10][CH2:11][CH2:12]2)[CH2:6]1)[C:2]#[C:3][CH3:4]. (4) Given the reactants Cl[C:2]1[C:3]([NH2:8])=[CH:4][N:5]=[N:6][CH:7]=1.[F:9][C:10]1([F:22])[CH2:14][CH2:13][N:12]([CH2:15][CH:16]2[CH2:21][CH2:20][NH:19][CH2:18][CH2:17]2)[CH2:11]1, predict the reaction product. The product is: [F:22][C:10]1([F:9])[CH2:14][CH2:13][N:12]([CH2:15][CH:16]2[CH2:21][CH2:20][N:19]([C:2]3[C:3]([NH2:8])=[CH:4][N:5]=[N:6][CH:7]=3)[CH2:18][CH2:17]2)[CH2:11]1.